Dataset: Forward reaction prediction with 1.9M reactions from USPTO patents (1976-2016). Task: Predict the product of the given reaction. Given the reactants O[C@@H]1C2C=CN3C(C)=C(C)N=C3C=2N[C@H](C2C=CC=CC=2)[C@H]1O.[OH:24][C@H:25]1[C@@H:34]([O:35][CH2:36][CH2:37][O:38]CCOC)[C:33]2[CH:32]=[CH:31][N:30]3[C:43]([CH3:47])=[C:44]([CH3:46])[N:45]=[C:29]3[C:28]=2[NH:27][C@@H:26]1[C:48]1[CH:53]=[CH:52][CH:51]=[CH:50][CH:49]=1.S(=O)(=O)(O)O.[OH-].[Na+], predict the reaction product. The product is: [CH3:46][C:44]1[N:45]=[C:29]2[C:28]3[NH:27][C@H:26]([C:48]4[CH:53]=[CH:52][CH:51]=[CH:50][CH:49]=4)[C@@H:25]([OH:24])[C@H:34]([O:35][CH2:36][CH2:37][OH:38])[C:33]=3[CH:32]=[CH:31][N:30]2[C:43]=1[CH3:47].